This data is from Forward reaction prediction with 1.9M reactions from USPTO patents (1976-2016). The task is: Predict the product of the given reaction. (1) Given the reactants [C:1]([C:3]1[CH:8]=[CH:7][C:6]([C:9]2[CH:10]=[C:11]([O:24]C)[C:12]([O:22]C)=[N:13][C:14]=2[C:15]2[CH:20]=[CH:19][C:18]([F:21])=[CH:17][CH:16]=2)=[CH:5][CH:4]=1)#[N:2].B(Br)(Br)Br, predict the reaction product. The product is: [C:1]([C:3]1[CH:8]=[CH:7][C:6]([C:9]2[CH:10]=[C:11]([OH:24])[C:12](=[O:22])[NH:13][C:14]=2[C:15]2[CH:20]=[CH:19][C:18]([F:21])=[CH:17][CH:16]=2)=[CH:5][CH:4]=1)#[N:2]. (2) Given the reactants C[Al](C)C.[Cl:5][C:6]1[CH:13]=[CH:12][C:9]([CH2:10][NH2:11])=[CH:8][CH:7]=1.[OH:14][C:15]1[C:24]2[C:19](=[CH:20][CH:21]=[C:22]([C:25]#[C:26][CH2:27][OH:28])[N:23]=2)[N:18]=[CH:17][C:16]=1[C:29](OCC)=[O:30], predict the reaction product. The product is: [Cl:5][C:6]1[CH:13]=[CH:12][C:9]([CH2:10][NH:11][C:29]([C:16]2[CH:17]=[N:18][C:19]3[C:24]([C:15]=2[OH:14])=[N:23][C:22]([C:25]#[C:26][CH2:27][OH:28])=[CH:21][CH:20]=3)=[O:30])=[CH:8][CH:7]=1. (3) Given the reactants [CH:1]1([CH2:7][CH2:8][CH2:9][C@@H:10]([C:15]2[O:19][N:18]=[C:17]([C:20]([O:22]CC)=O)[N:16]=2)[CH2:11][C:12]([OH:14])=[O:13])[CH2:6][CH2:5][CH2:4][CH2:3][CH2:2]1.[CH2:25]([NH2:28])[CH2:26][CH3:27], predict the reaction product. The product is: [CH:1]1([CH2:7][CH2:8][CH2:9][C@@H:10]([C:15]2[O:19][N:18]=[C:17]([C:20]([NH:28][CH2:25][CH2:26][CH3:27])=[O:22])[N:16]=2)[CH2:11][C:12]([OH:14])=[O:13])[CH2:2][CH2:3][CH2:4][CH2:5][CH2:6]1. (4) Given the reactants [CH2:1]([O:3][C:4](=[O:10])[CH2:5][NH:6][CH:7]1[CH2:9][CH2:8]1)[CH3:2].[CH3:11][C:12]([O:15][C:16](O[C:16]([O:15][C:12]([CH3:14])([CH3:13])[CH3:11])=[O:17])=[O:17])([CH3:14])[CH3:13], predict the reaction product. The product is: [CH2:1]([O:3][C:4](=[O:10])[CH2:5][N:6]([C:16]([O:15][C:12]([CH3:14])([CH3:13])[CH3:11])=[O:17])[CH:7]1[CH2:9][CH2:8]1)[CH3:2]. (5) Given the reactants Br[C:2]1[CH:7]=[CH:6][C:5]([S:8]([N:11]([C:16]2[CH:21]=[CH:20][C:19]([CH3:22])=[CH:18][C:17]=2[CH3:23])[CH2:12][CH:13]([CH3:15])[CH3:14])(=[O:10])=[O:9])=[CH:4][CH:3]=1.[B-](F)(F)(F)[CH:25]=[CH2:26].[K+].C1(P(C2C=CC=CC=2)C2C=CC=CC=2)C=CC=CC=1.C(=O)([O-])[O-].[Cs+].[Cs+], predict the reaction product. The product is: [CH3:23][C:17]1[CH:18]=[C:19]([CH3:22])[CH:20]=[CH:21][C:16]=1[N:11]([CH2:12][CH:13]([CH3:15])[CH3:14])[S:8]([C:5]1[CH:6]=[CH:7][C:2]([CH:25]=[CH2:26])=[CH:3][CH:4]=1)(=[O:10])=[O:9].